From a dataset of Reaction yield outcomes from USPTO patents with 853,638 reactions. Predict the reaction yield, written as a fraction of the theoretical maximum amount of product (1.0 means a 100% yield; for example, 0.34 means a 34% yield). (1) The reactants are [OH-].[Na+].C([O:5][C:6]([C:8]1[C:12]([C:13](=[O:30])[NH:14][C:15]2[CH:20]=[CH:19][N:18]3[CH:21]=[C:22]([C:24]4[CH:29]=[CH:28][CH:27]=[CH:26][CH:25]=4)[N:23]=[C:17]3[N:16]=2)=[CH:11][N:10]([CH3:31])[N:9]=1)=[O:7])C.O.Cl. The catalyst is C1COCC1.CO. The product is [CH3:31][N:10]1[CH:11]=[C:12]([C:13](=[O:30])[NH:14][C:15]2[CH:20]=[CH:19][N:18]3[CH:21]=[C:22]([C:24]4[CH:29]=[CH:28][CH:27]=[CH:26][CH:25]=4)[N:23]=[C:17]3[N:16]=2)[C:8]([C:6]([OH:7])=[O:5])=[N:9]1. The yield is 0.450. (2) The reactants are [Br:1][C:2]1[N:3]=[C:4]2[CH:11]=[CH:10][NH:9][C:5]2=[N:6][C:7]=1[Cl:8].[C:12](O[C:12]([O:14][C:15]([CH3:18])([CH3:17])[CH3:16])=[O:13])([O:14][C:15]([CH3:18])([CH3:17])[CH3:16])=[O:13]. The catalyst is C(#N)C.CN(C1C=CN=CC=1)C. The product is [C:15]([O:14][C:12]([N:9]1[C:5]2=[N:6][C:7]([Cl:8])=[C:2]([Br:1])[N:3]=[C:4]2[CH:11]=[CH:10]1)=[O:13])([CH3:18])([CH3:17])[CH3:16]. The yield is 0.460.